From a dataset of Reaction yield outcomes from USPTO patents with 853,638 reactions. Predict the reaction yield, written as a fraction of the theoretical maximum amount of product (1.0 means a 100% yield; for example, 0.34 means a 34% yield). The reactants are [Cl:1][C:2]1[C:10]([C:11]2([C:14]#[N:15])[CH2:13][CH2:12]2)=[CH:9][CH:8]=[CH:7][C:3]=1[C:4]([OH:6])=O.C[N:17](C)C=O.N[C:22]1[C:23]([F:43])=[C:24]([CH:39]=[CH:40][C:41]=1[F:42])[O:25][C:26]1[N:31]=[C:30]2[S:32][C:33](CC([NH-])=O)=[N:34][C:29]2=[CH:28][CH:27]=1.O.C[N:46](C)[C:47](=[O:49])[CH3:48]. The catalyst is C(Cl)(=O)C(Cl)=O. The product is [C:47]([NH:46][C:33]1[S:32][C:30]2[C:29]([N:34]=1)=[CH:28][CH:27]=[C:26]([O:25][C:24]1[C:23]([F:43])=[CH:22][C:41]([F:42])=[C:40]([NH:17][C:4](=[O:6])[C:3]3[CH:7]=[CH:8][CH:9]=[C:10]([C:11]4([C:14]#[N:15])[CH2:13][CH2:12]4)[C:2]=3[Cl:1])[CH:39]=1)[N:31]=2)(=[O:49])[CH3:48]. The yield is 0.340.